From a dataset of Reaction yield outcomes from USPTO patents with 853,638 reactions. Predict the reaction yield, written as a fraction of the theoretical maximum amount of product (1.0 means a 100% yield; for example, 0.34 means a 34% yield). (1) The reactants are CC(C[AlH]CC(C)C)C.Br[C:11]1[C:12]([CH:33]([CH3:35])[CH3:34])=[C:13]([C:23]2[CH:28]=[CH:27][C:26]([C:29]([F:32])([F:31])[F:30])=[CH:25][CH:24]=2)[C:14]([CH:20]([CH3:22])[CH3:21])=[CH:15][C:16]=1[CH:17]([CH3:19])[CH3:18].Br[C:37]1[CH:42]=[CH:41][CH:40]=[CH:39][C:38]=1Cl.[P:44](Cl)([CH:51]1[CH2:56][CH2:55][CH2:54][CH2:53][CH2:52]1)[CH:45]1[CH2:50][CH2:49][CH2:48][CH2:47][CH2:46]1. The catalyst is Cl[Cu].C(OCC)(=O)C.C1COCC1. The product is [CH:37]1([P:44]([CH:51]2[CH2:56][CH2:55][CH2:54][CH2:53][CH2:52]2)[C:45]2[CH:50]=[CH:49][CH:48]=[CH:47][C:46]=2[C:11]2[C:16]([CH:17]([CH3:18])[CH3:19])=[CH:15][C:14]([CH:20]([CH3:21])[CH3:22])=[C:13]([C:23]3[CH:24]=[CH:25][C:26]([C:29]([F:30])([F:31])[F:32])=[CH:27][CH:28]=3)[C:12]=2[CH:33]([CH3:35])[CH3:34])[CH2:42][CH2:41][CH2:40][CH2:39][CH2:38]1. The yield is 0.580. (2) The reactants are C(OC([N:8]1[CH2:13][CH2:12][CH2:11][CH:10]([C:14]([NH:16][CH2:17][C:18]2[S:22][C:21]([C:23]3[CH:28]=[CH:27][C:26]([Cl:29])=[CH:25][CH:24]=3)=[N:20][C:19]=2[CH3:30])=[O:15])[CH2:9]1)=O)(C)(C)C. The catalyst is Cl.CO. The product is [ClH:29].[Cl:29][C:26]1[CH:27]=[CH:28][C:23]([C:21]2[S:22][C:18]([CH2:17][NH:16][C:14]([CH:10]3[CH2:11][CH2:12][CH2:13][NH:8][CH2:9]3)=[O:15])=[C:19]([CH3:30])[N:20]=2)=[CH:24][CH:25]=1. The yield is 0.980. (3) The yield is 0.560. No catalyst specified. The reactants are [CH3:1][C:2]([CH3:22])([CH3:21])[CH2:3][CH2:4][C:5]1(C(OC)=O)[C:14]2[C:9](=[CH:10][CH:11]=[CH:12][CH:13]=2)[C:8](=[O:15])[CH2:7][C:6]1=[O:16].Cl.[OH-:24].[Na+]. The product is [CH3:1][C:2]([CH3:22])([CH3:21])[CH2:3][CH2:4][C:5]1([OH:24])[C:14]2[C:9](=[CH:10][CH:11]=[CH:12][CH:13]=2)[C:8](=[O:15])[CH2:7][C:6]1=[O:16]. (4) The reactants are C(O[C:6]([N:8]1[CH2:13][CH2:12][CH2:11][CH2:10][CH:9]1[C:14](=[O:30])[NH:15][CH:16]1[CH2:20][C:19](=[O:21])[O:18][CH:17]1[O:22][CH2:23][C:24]1[CH:29]=[CH:28][CH:27]=[CH:26][CH:25]=1)=[O:7])(C)(C)C.CCN(C(C)C)C(C)C.[C:40]([NH:47][C@H:48](C(O)=O)[CH3:49])([O:42][C:43]([CH3:46])([CH3:45])[CH3:44])=[O:41].C1C=CC2N(O)N=NC=2C=1.C(Cl)CCl. The catalyst is C(O)(C(F)(F)F)=O.C(Cl)Cl.C(OCC)C. The product is [C:43]([O:42][C:40](=[O:41])[NH:47][CH:48]([CH3:49])[C:6]([N:8]1[CH2:13][CH2:12][CH2:11][CH2:10][CH:9]1[C:14](=[O:30])[NH:15][CH:16]1[CH2:20][C:19](=[O:21])[O:18][CH:17]1[O:22][CH2:23][C:24]1[CH:25]=[CH:26][CH:27]=[CH:28][CH:29]=1)=[O:7])([CH3:46])([CH3:45])[CH3:44]. The yield is 0.730. (5) The reactants are [CH3:1][C:2]1([CH3:33])[CH2:10][C:9]2[N:8]([C:11]3[CH:19]=[CH:18][C:14]([C:15]([NH2:17])=[O:16])=[C:13]([NH:20][C@H:21]4[CH2:26][CH2:25][C@H:24]([OH:27])[CH2:23][CH2:22]4)[CH:12]=3)[N:7]=[C:6]([C:28]([F:31])([F:30])[F:29])[C:5]=2[C:4](=[O:32])[CH2:3]1.[NH:34]([C:40]([O:42][C:43]([CH3:46])([CH3:45])[CH3:44])=[O:41])[CH2:35][CH2:36][C:37](O)=[O:38].CCN=C=NCCCN(C)C.Cl. The catalyst is CN(C)C1C=CN=CC=1.C(Cl)Cl. The product is [C:15]([C:14]1[CH:18]=[CH:19][C:11]([N:8]2[C:9]3[CH2:10][C:2]([CH3:33])([CH3:1])[CH2:3][C:4](=[O:32])[C:5]=3[C:6]([C:28]([F:30])([F:31])[F:29])=[N:7]2)=[CH:12][C:13]=1[NH:20][CH:21]1[CH2:22][CH2:23][CH:24]([O:27][C:37](=[O:38])[CH2:36][CH2:35][NH:34][C:40]([O:42][C:43]([CH3:45])([CH3:44])[CH3:46])=[O:41])[CH2:25][CH2:26]1)(=[O:16])[NH2:17]. The yield is 0.941.